From a dataset of Catalyst prediction with 721,799 reactions and 888 catalyst types from USPTO. Predict which catalyst facilitates the given reaction. (1) Reactant: [CH:1]1([C:4]2[O:5][C:6]3[C:7](=[C:9]([C:21]#[N:22])[C:10]([CH3:20])=[C:11]([C:14]4[N:15]=[C:16]([CH3:19])[S:17][CH:18]=4)[C:12]=3F)[N:8]=2)[CH2:3][CH2:2]1.C(N(CC)CC)C.[CH3:30][N:31]([CH3:37])[C@H:32]1[CH2:36][CH2:35][NH:34][CH2:33]1.O. Product: [CH:1]1([C:4]2[O:5][C:6]3[C:7](=[C:9]([C:21]#[N:22])[C:10]([CH3:20])=[C:11]([C:14]4[N:15]=[C:16]([CH3:19])[S:17][CH:18]=4)[C:12]=3[N:34]3[CH2:35][CH2:36][C@H:32]([N:31]([CH3:37])[CH3:30])[CH2:33]3)[N:8]=2)[CH2:3][CH2:2]1. The catalyst class is: 16. (2) Reactant: [Br-].C1(=O)N(CCCCCC[P+](C2C=CC=CC=2)(C2C=CC=CC=2)C2C=CC=CC=2)[C:5](=[O:32])[C:4]2=CC=CC=C12.[CH3:38][C:39](C)([O-:41])C.[K+].[C:44]1([C:52]2[CH:57]=CC=C[CH:53]=2)C=CC(C=O)=[CH:46][CH:45]=1.O. Product: [C:39]([O:32][CH2:5][CH3:4])(=[O:41])[CH3:38].[CH3:46][CH2:45][CH2:44][CH:52]([CH3:57])[CH3:53]. The catalyst class is: 56.